From a dataset of Catalyst prediction with 721,799 reactions and 888 catalyst types from USPTO. Predict which catalyst facilitates the given reaction. (1) Reactant: Br[CH2:2][C:3]([C:5]1[CH2:6][CH2:7][CH2:8][C:9]2([CH3:24])[C:13]=1[N:12]([CH2:14][C:15]1[CH:20]=[CH:19][CH:18]=[C:17]([O:21][CH3:22])[CH:16]=1)[C:11](=[O:23])[CH2:10]2)=O.[NH2:25][C:26]([NH2:28])=[S:27].CCOCC. Product: [NH2:28][C:26]1[S:27][CH:2]=[C:3]([C:5]2[CH2:6][CH2:7][CH2:8][C:9]3([CH3:24])[C:13]=2[N:12]([CH2:14][C:15]2[CH:20]=[CH:19][CH:18]=[C:17]([O:21][CH3:22])[CH:16]=2)[C:11](=[O:23])[CH2:10]3)[N:25]=1. The catalyst class is: 8. (2) Reactant: ClCCl.[CH2:4]=[CH:5][CH2:6][CH:7]([OH:12])[CH2:8][CH2:9][CH2:10][CH3:11].[C:13](OC(=O)C)(=[O:15])[CH3:14]. Product: [C:13]([O:12][CH:7]([CH2:8][CH2:9][CH2:10][CH3:11])[CH2:6][CH:5]=[CH2:4])(=[O:15])[CH3:14]. The catalyst class is: 777. (3) Reactant: C(O)(=O)C.C(O)(=O)C(O)=O.[CH2:11]([NH:14][NH2:15])[CH2:12][CH3:13].[CH:16](=O)[C:17]([CH3:19])=[O:18]. Product: [CH2:11]([NH:14][N:15]=[CH:16][C:17](=[O:18])[CH3:19])[CH2:12][CH3:13]. The catalyst class is: 6.